The task is: Predict the reactants needed to synthesize the given product.. This data is from Full USPTO retrosynthesis dataset with 1.9M reactions from patents (1976-2016). (1) Given the product [IH:2].[CH3:3][O:4][C:5]1[CH:6]=[CH:7][CH:8]=[C:9]2[C:14]=1[N:13]=[C:12]([S:15][CH3:1])[NH:11][CH:10]2[CH3:16], predict the reactants needed to synthesize it. The reactants are: [CH3:1][I:2].[CH3:3][O:4][C:5]1[CH:6]=[CH:7][CH:8]=[C:9]2[C:14]=1[NH:13][C:12](=[S:15])[NH:11][CH:10]2[CH3:16]. (2) Given the product [F:1][C:2]1[CH:3]=[CH:4][C:5]([CH2:8][C:9]([O:11][CH3:13])=[O:10])=[CH:6][CH:7]=1, predict the reactants needed to synthesize it. The reactants are: [F:1][C:2]1[CH:7]=[CH:6][C:5]([CH2:8][C:9]([OH:11])=[O:10])=[CH:4][CH:3]=1.Cl.[CH3:13]O. (3) Given the product [OH:25][C:20]1[CH:21]=[CH:22][CH:23]=[CH:24][C:19]=1[CH2:18][C:17]([NH:16][C:11]1[CH:12]=[CH:13][CH:14]=[CH:15][C:10]=1[C:2]1[NH:1][C:9]2[C:4]([CH:3]=1)=[CH:5][CH:6]=[CH:7][CH:8]=2)=[O:27], predict the reactants needed to synthesize it. The reactants are: [NH:1]1[C:9]2[C:4](=[CH:5][CH:6]=[CH:7][CH:8]=2)[CH:3]=[C:2]1[C:10]1[CH:15]=[CH:14][CH:13]=[CH:12][C:11]=1[NH:16][C:17](=[O:27])[CH2:18][C:19]1[CH:24]=[CH:23][CH:22]=[CH:21][C:20]=1[O:25]C.COC.B(Br)(Br)Br. (4) Given the product [CH:7](/[C:13]1[CH:14]=[CH:15][C:10]([C:8](=[O:9])[CH3:7])=[CH:11][CH:12]=1)=[CH:8]/[CH2:10][CH2:11][CH2:12][CH2:13][CH3:14], predict the reactants needed to synthesize it. The reactants are: O([Si](C)(C)C)[K].[CH3:7][C:8]([C:10]1[CH:15]=[CH:14][C:13](I)=[CH:12][CH:11]=1)=[O:9]. (5) Given the product [N:31]([CH2:12][CH:13]1[CH2:17][C:16]2[CH:18]=[CH:19][CH:20]=[C:21]([C:22]3[C:27]([Cl:28])=[CH:26][C:25]([Cl:29])=[CH:24][C:23]=3[Cl:30])[C:15]=2[O:14]1)=[N+:32]=[N-:33], predict the reactants needed to synthesize it. The reactants are: CC1C=CC(S(O[CH2:12][CH:13]2[CH2:17][C:16]3[CH:18]=[CH:19][CH:20]=[C:21]([C:22]4[C:27]([Cl:28])=[CH:26][C:25]([Cl:29])=[CH:24][C:23]=4[Cl:30])[C:15]=3[O:14]2)(=O)=O)=CC=1.[N-:31]=[N+:32]=[N-:33].[Na+].